From a dataset of HIV replication inhibition screening data with 41,000+ compounds from the AIDS Antiviral Screen. Binary Classification. Given a drug SMILES string, predict its activity (active/inactive) in a high-throughput screening assay against a specified biological target. (1) The compound is CCCSP(SCCC)SCCC. The result is 0 (inactive). (2) The molecule is c1ccc([PH](CCCCCC[PH](c2ccccc2)(c2ccccc2)c2ccccc2)(c2ccccc2)c2ccccc2)cc1. The result is 0 (inactive). (3) The molecule is O=C1O[Ni-2]2(Cl)NC1Cc1c[nH]c[n+]12. The result is 0 (inactive). (4) The compound is CC#CC(OCC)(OCC)OCC. The result is 0 (inactive). (5) The result is 0 (inactive). The compound is CC1(C)CCCOc2ccc(C(=O)O)cc21. (6) The compound is O=C(CN1CCCCC1)N1CCc2c([nH]c3ccccc23)C1c1cccnc1. The result is 0 (inactive).